Dataset: Full USPTO retrosynthesis dataset with 1.9M reactions from patents (1976-2016). Task: Predict the reactants needed to synthesize the given product. Given the product [CH2:7]([N:14]1[CH:18]=[C:17]([C:19]2[C:27]3[C:22](=[N:23][CH:24]=[C:25]([C:28]4[CH:29]=[N:30][N:31]([CH3:33])[CH:32]=4)[CH:26]=3)[NH:21][CH:20]=2)[N:16]=[N:15]1)[C:8]1[CH:13]=[CH:12][CH:11]=[CH:10][CH:9]=1, predict the reactants needed to synthesize it. The reactants are: C(=O)([O-])[O-].[K+].[K+].[CH2:7]([N:14]1[CH:18]=[C:17]([C:19]2[C:27]3[C:22](=[N:23][CH:24]=[C:25]([C:28]4[CH:29]=[N:30][N:31]([CH3:33])[CH:32]=4)[CH:26]=3)[N:21](C(OC(C)(C)C)=O)[CH:20]=2)[N:16]=[N:15]1)[C:8]1[CH:13]=[CH:12][CH:11]=[CH:10][CH:9]=1.